This data is from Catalyst prediction with 721,799 reactions and 888 catalyst types from USPTO. The task is: Predict which catalyst facilitates the given reaction. (1) Reactant: Br[C:2]1[CH:11]=[C:10]2[C:5]([CH:6]=[C:7]([O:13][CH3:14])[C:8](=[O:12])[NH:9]2)=[CH:4][CH:3]=1.[F:15][C:16]1[CH:21]=[CH:20][C:19](B(O)O)=[CH:18][CH:17]=1.C([O-])([O-])=O.[Na+].[Na+]. Product: [F:15][C:16]1[CH:21]=[CH:20][C:19]([C:2]2[CH:11]=[C:10]3[C:5]([CH:6]=[C:7]([O:13][CH3:14])[C:8](=[O:12])[NH:9]3)=[CH:4][CH:3]=2)=[CH:18][CH:17]=1. The catalyst class is: 70. (2) Reactant: [Cl:1][C:2]1[CH:3]=[C:4]([N:10]2[C:14]([CH3:15])=[C:13]([C:16](Cl)=[O:17])[C:12]([CH3:19])=[N:11]2)[CH:5]=[CH:6][C:7]=1[C:8]#[N:9].[BH4-].[Na+].Cl. Product: [Cl:1][C:2]1[CH:3]=[C:4]([N:10]2[C:14]([CH3:15])=[C:13]([CH2:16][OH:17])[C:12]([CH3:19])=[N:11]2)[CH:5]=[CH:6][C:7]=1[C:8]#[N:9]. The catalyst class is: 1. (3) Reactant: [NH2:1][CH2:2][C:3]1[C:11]2[S:10](=[O:13])(=[O:12])[N:9]=[C:8]([C:14]3[C:15](=[O:32])[C@@:16]([CH2:26][CH2:27][C:28]([CH3:31])([CH3:30])[CH3:29])([CH3:25])[C:17]4[C:22]([C:23]=3[OH:24])=[CH:21][CH:20]=[CH:19][CH:18]=4)[NH:7][C:6]=2[S:5][CH:4]=1.C(N(CC)CC)C.[Cl:40][CH2:41][CH2:42][CH2:43][S:44](Cl)(=[O:46])=[O:45]. Product: [Cl:40][CH2:41][CH2:42][CH2:43][S:44]([NH:1][CH2:2][C:3]1[C:11]2[S:10](=[O:13])(=[O:12])[N:9]=[C:8]([C:14]3[C:15](=[O:32])[C@@:16]([CH2:26][CH2:27][C:28]([CH3:31])([CH3:30])[CH3:29])([CH3:25])[C:17]4[C:22](=[CH:21][CH:20]=[CH:19][CH:18]=4)[C:23]=3[OH:24])[NH:7][C:6]=2[S:5][CH:4]=1)(=[O:46])=[O:45]. The catalyst class is: 35. (4) Reactant: [CH3:1][C:2]1[CH:7]=[CH:6][C:5]([C:8]2[CH2:13][CH2:12][CH2:11][CH2:10][C:9]=2[C:14]([NH:16][C:17]2[CH:22]=[CH:21][C:20]([N:23]3[CH2:28][CH2:27][N:26](C(OC(C)(C)C)=O)[CH2:25][CH2:24]3)=[CH:19][CH:18]=2)=[O:15])=[CH:4][CH:3]=1.FC(F)(F)C(O)=O. Product: [CH3:1][C:2]1[CH:3]=[CH:4][C:5]([C:8]2[CH2:13][CH2:12][CH2:11][CH2:10][C:9]=2[C:14]([NH:16][C:17]2[CH:18]=[CH:19][C:20]([N:23]3[CH2:28][CH2:27][NH:26][CH2:25][CH2:24]3)=[CH:21][CH:22]=2)=[O:15])=[CH:6][CH:7]=1. The catalyst class is: 4. (5) Reactant: Br[C:2]1[CH:3]=[C:4]([CH3:14])[C:5]2[N:9]=[C:8]([CH2:10][CH2:11][CH3:12])[NH:7][C:6]=2[CH:13]=1.[C:15]1(B(O)O)[CH:20]=[CH:19][CH:18]=[CH:17][CH:16]=1.C(=O)([O-])[O-].[Na+].[Na+].Cl. Product: [CH3:14][C:4]1[C:5]2[N:9]=[C:8]([CH2:10][CH2:11][CH3:12])[NH:7][C:6]=2[CH:13]=[C:2]([C:15]2[CH:20]=[CH:19][CH:18]=[CH:17][CH:16]=2)[CH:3]=1. The catalyst class is: 442. (6) Reactant: Cl[C:2]1[N:3]=[C:4]([N:13]2[CH2:18][CH2:17][O:16][CH2:15][CH2:14]2)[C:5]2[S:10][C:9]([CH:11]=O)=[CH:8][C:6]=2[N:7]=1.[N:19]1[CH:24]=[CH:23][CH:22]=[N:21][C:20]=1[N:25]1[CH2:30][CH2:29][NH:28][CH2:27][CH2:26]1.[CH3:31][C:32](O)=O.[BH-](OC(C)=O)(OC(C)=O)OC(C)=O.[Na+]. Product: [O:16]1[CH2:17][CH2:18][N:13]([C:4]2[C:5]3[S:10][C:9]([CH2:11][N:28]4[CH2:29][CH2:30][N:25]([C:20]5[N:21]=[CH:22][CH:23]=[CH:24][N:19]=5)[CH2:26][CH2:27]4)=[CH:8][C:6]=3[N:7]=[C:2]([C:31]3[CH:32]=[N:21][C:20]([NH2:25])=[N:19][CH:24]=3)[N:3]=2)[CH2:14][CH2:15]1. The catalyst class is: 26.